Dataset: NCI-60 drug combinations with 297,098 pairs across 59 cell lines. Task: Regression. Given two drug SMILES strings and cell line genomic features, predict the synergy score measuring deviation from expected non-interaction effect. (1) Synergy scores: CSS=6.53, Synergy_ZIP=0.363, Synergy_Bliss=0.663, Synergy_Loewe=-25.8, Synergy_HSA=0.417. Cell line: 786-0. Drug 2: C1CN(P(=O)(OC1)NCCCl)CCCl. Drug 1: CC1C(C(CC(O1)OC2CC(OC(C2O)C)OC3=CC4=CC5=C(C(=O)C(C(C5)C(C(=O)C(C(C)O)O)OC)OC6CC(C(C(O6)C)O)OC7CC(C(C(O7)C)O)OC8CC(C(C(O8)C)O)(C)O)C(=C4C(=C3C)O)O)O)O. (2) Drug 1: C(CC(=O)O)C(=O)CN.Cl. Drug 2: B(C(CC(C)C)NC(=O)C(CC1=CC=CC=C1)NC(=O)C2=NC=CN=C2)(O)O. Cell line: SNB-75. Synergy scores: CSS=19.3, Synergy_ZIP=-2.60, Synergy_Bliss=-3.03, Synergy_Loewe=-37.2, Synergy_HSA=-2.39.